Dataset: Reaction yield outcomes from USPTO patents with 853,638 reactions. Task: Predict the reaction yield, written as a fraction of the theoretical maximum amount of product (1.0 means a 100% yield; for example, 0.34 means a 34% yield). The reactants are [C:1]([C:5]1[CH:6]=[C:7]([C:16]2[S:17][CH:18]=[C:19]([CH2:21][CH2:22][OH:23])[N:20]=2)[CH:8]=[C:9]([C:12]([CH3:15])([CH3:14])[CH3:13])[C:10]=1[OH:11])([CH3:4])([CH3:3])[CH3:2].O[C:25]1[CH:32]=[CH:31][C:28]([CH:29]=[O:30])=[CH:27][CH:26]=1.C1(P(C2C=CC=CC=2)C2C=CC=CC=2)C=CC=CC=1.CCOC(/N=N/C(OCC)=O)=O. The catalyst is O1CCCC1. The product is [C:12]([C:9]1[CH:8]=[C:7]([C:16]2[S:17][CH:18]=[C:19]([CH2:21][CH2:22][O:23][C:25]3[CH:32]=[CH:31][C:28]([CH:29]=[O:30])=[CH:27][CH:26]=3)[N:20]=2)[CH:6]=[C:5]([C:1]([CH3:2])([CH3:3])[CH3:4])[C:10]=1[OH:11])([CH3:15])([CH3:14])[CH3:13]. The yield is 0.720.